Dataset: Catalyst prediction with 721,799 reactions and 888 catalyst types from USPTO. Task: Predict which catalyst facilitates the given reaction. (1) Reactant: [Cl:1][C:2]1[CH:3]=[CH:4][C:5]([O:20][C:21]2[CH:26]=[C:25]([F:27])[C:24]([S:28](=[O:47])(=[O:46])[N:29]([CH2:35][C:36]3[CH:41]=[CH:40][C:39]([O:42][CH3:43])=[CH:38][C:37]=3[O:44][CH3:45])[C:30]3[S:31][CH:32]=[CH:33][N:34]=3)=[CH:23][C:22]=2[Cl:48])=[C:6]([CH2:8][CH2:9][CH2:10][N:11]([CH2:17][C:18]#[CH:19])[CH2:12][C:13]([O:15]C)=[O:14])[CH:7]=1.O.[OH-].[Li+].O.Cl. Product: [Cl:1][C:2]1[CH:3]=[CH:4][C:5]([O:20][C:21]2[CH:26]=[C:25]([F:27])[C:24]([S:28](=[O:46])(=[O:47])[N:29]([CH2:35][C:36]3[CH:41]=[CH:40][C:39]([O:42][CH3:43])=[CH:38][C:37]=3[O:44][CH3:45])[C:30]3[S:31][CH:32]=[CH:33][N:34]=3)=[CH:23][C:22]=2[Cl:48])=[C:6]([CH2:8][CH2:9][CH2:10][N:11]([CH2:17][C:18]#[CH:19])[CH2:12][C:13]([OH:15])=[O:14])[CH:7]=1. The catalyst class is: 1. (2) Reactant: [CH3:1][C:2]1([CH3:17])[CH2:6][O:5][C:4]([C:7]2[CH:12]=[CH:11][C:10]([CH2:13][O:14]C=O)=[CH:9][CH:8]=2)=[N:3]1.[OH-].[Na+].O. Product: [CH3:1][C:2]1([CH3:17])[CH2:6][O:5][C:4]([C:7]2[CH:12]=[CH:11][C:10]([CH2:13][OH:14])=[CH:9][CH:8]=2)=[N:3]1. The catalyst class is: 5. (3) Reactant: [CH3:1][O:2][C:3]1[CH:10]=[CH:9][C:8]([O:11]COC)=[CH:7][C:4]=1[CH:5]=[O:6].Cl.C([O-])([O-])=O.[K+].[K+]. Product: [OH:11][C:8]1[CH:9]=[CH:10][C:3]([O:2][CH3:1])=[C:4]([CH:7]=1)[CH:5]=[O:6]. The catalyst class is: 20. (4) Reactant: [H-].[Na+].[F:3][C:4]1[CH:9]=[CH:8][C:7]([C:10]2[N:11]=[C:12](/[CH:20]=[CH:21]/[C:22]3[CH:27]=[CH:26][C:25]([N:28]4[CH:32]=[C:31]([CH3:33])[N:30]=[CH:29]4)=[C:24]([O:34][CH3:35])[CH:23]=3)[N:13]3[CH2:18][CH2:17][NH:16][C:15](=[O:19])[C:14]=23)=[CH:6][CH:5]=1.CI.O.[C:39](=O)(O)[O-].[Na+]. Product: [F:3][C:4]1[CH:5]=[CH:6][C:7]([C:10]2[N:11]=[C:12](/[CH:20]=[CH:21]/[C:22]3[CH:27]=[CH:26][C:25]([N:28]4[CH:32]=[C:31]([CH3:33])[N:30]=[CH:29]4)=[C:24]([O:34][CH3:35])[CH:23]=3)[N:13]3[CH2:18][CH2:17][N:16]([CH3:39])[C:15](=[O:19])[C:14]=23)=[CH:8][CH:9]=1. The catalyst class is: 56. (5) Reactant: [Cl:1][C:2]1[CH:3]=[CH:4][C:5]([O:10][CH2:11][C:12]2[CH:17]=[CH:16][C:15]([F:18])=[CH:14][C:13]=2[F:19])=[C:6]([CH2:8]O)[CH:7]=1.P(Br)(Br)[Br:21].C(=O)([O-])O.[Na+]. Product: [Br:21][CH2:8][C:6]1[CH:7]=[C:2]([Cl:1])[CH:3]=[CH:4][C:5]=1[O:10][CH2:11][C:12]1[CH:17]=[CH:16][C:15]([F:18])=[CH:14][C:13]=1[F:19]. The catalyst class is: 34. (6) Reactant: [CH3:1][S:2]([C:5]1[CH:13]=[CH:12][C:8]([C:9](O)=[O:10])=[CH:7][CH:6]=1)(=[O:4])=[O:3].O=S(Cl)[Cl:16].C1(C)C=CC=CC=1. Product: [CH3:1][S:2]([C:5]1[CH:13]=[CH:12][C:8]([C:9]([Cl:16])=[O:10])=[CH:7][CH:6]=1)(=[O:4])=[O:3]. The catalyst class is: 2. (7) Reactant: [F:1][C:2]1[CH:7]=[CH:6][C:5]([NH:8][CH2:9][C:10]([O:12][CH2:13][CH3:14])=[O:11])=[CH:4][CH:3]=1.[C:15](Cl)(=[O:17])[CH3:16].O. Product: [F:1][C:2]1[CH:3]=[CH:4][C:5]([N:8]([CH2:9][C:10]([O:12][CH2:13][CH3:14])=[O:11])[C:15](=[O:17])[CH3:16])=[CH:6][CH:7]=1. The catalyst class is: 1.